This data is from Drug-target binding data from BindingDB using IC50 measurements. The task is: Regression. Given a target protein amino acid sequence and a drug SMILES string, predict the binding affinity score between them. We predict pIC50 (pIC50 = -log10(IC50 in M); higher means more potent). Dataset: bindingdb_ic50. (1) The compound is O=C(c1ccc(C(=O)N2CCCC(N3CCCC3)CC2)cc1)N1CCCC(N2CCCC2)CC1. The target protein (Q05BQ5) has sequence MFDGYDSCSEDTSSSSSSEESEEEVAPLPSNLPIIKNNGQVYTYPDGKSGMATCEMCGMVGVRDAFYSKTKRFCSVSCSRSYSSNSKKASILARLQGKPPTKKAKVLQKQPLVAKLAAYAQYQATLQNQAKTKAAVSMEGFSWGNYINSNSFIAAPVTCFKHAPMGTCWGDISENVRVEVPNTDCSLPTKVFWIAGIVKLAGYNALLRYEGFENDSGLDFWCNICGSDIHPVGWCAASGKPLVPPRTIQHKYTNWKAFLVKRLTGAKTLPPDFSQKVSESMQYPFKPCMRVEVVDKRHLCRTRVAVVESVIGGRLRLVYEESEDRTDDFWCHMHSPLIHHIGWSRSIGHRFKRSDITKKQDGHFDTPPHLFAKVKEVDQSGEWFKEGMKLEAIDPLNLSTICVATIRKVLADGFLMIGIDGSEAADGSDWFCYHATSPSIFPVGFCEINMIELTPPRGYTKLPFKWFDYLRETGSIAAPVKLFNKDVPNHGFRVGMKLEA.... The pIC50 is 5.0. (2) The drug is CCCNC(=O)C(=O)[O-]. The target protein (P00342) has sequence MSTVKEQLIQNLVPEDKLSRCKITVVGVGNVGMACAISILLKGLADELALVDADTNKLRGEALDLLHGSLFLSTPKIVFGKDYNVSANSKLVIITAGARMVSGETRLDLLQRNVAIMKAIVPGIVQNSPDCKIIIVTNPVDILTYVVWKISGFPVGRVIGSGCNLDSARFRYLIGEKLGVNPTSCHGWVLGEHGDSSVPIWSGVNVAGVTLKSLNPAIGTDSDKEHWKNVHKQVVEGGYEVLNMKGYTSWAIGLSVTDLARSILKNLKRVHPVTTLVKGFHGIKEEVFLSIPCVLGQSGITDFVKVNMTAEEEGLLKKSADTLWNMQKDLQL. The pIC50 is 4.9. (3) The small molecule is COc1ccccc1CC(=N)N1C[C@@H]2C(=O)CCC(c3ccccc3)(c3ccccc3)[C@@H]2C1. The target protein (P30548) has sequence MDNVLPVDSDLFPNTSTNTSESNQFVQPTWQIVLWAAAYTVIVVTSVVGNVVVIWIILAHKRMRTVTNYFLVNLAFAEACMAAFNTVVNFTYAVHNVWYYGLFYCKFHNFFPIAALFASIYSMTAVAFDRYMAIIHPLQPRLSATATKVVIFVIWVLALLLAFPQGYYSTTETMPSRVVCMIEWPEHPNRTYEKAYHICVTVLIYFLPLLVIGYAYTVVGITLWASEIPGDSSDRYHEQVSAKRKVVKMMIVVVCTFAICWLPFHIFFLLPYINPDLYLKKFIQQVYLASMWLAMSSTMYNPIIYCCLNDRFRLGFKHAFRCCPFISAGDYEGLEMKSTRYLQTQSSVYKVSRLETTISTVVGAHEDEPEEGPKATPSSLDLTSNGSSRSNSKTMTESSSFYSNMLA. The pIC50 is 8.1. (4) The compound is Cc1ccc(N=Nc2ccc3ccccc3c2O)cc1. The target protein (P06492) has sequence MDLLVDELFADMNADGASPPPPRPAGGPKNTPAAPPLYATGRLSQAQLMPSPPMPVPPAALFNRLLDDLGFSAGPALCTMLDTWNEDLFSALPTNADLYRECKFLSTLPSDVVEWGDAYVPERTQIDIRAHGDVAFPTLPATRDGLGLYYEALSRFFHAELRAREESYRTVLANFCSALYRYLRASVRQLHRQAHMRGRDRDLGEMLRATIADRYYRETARLARVLFLHLYLFLTREILWAAYAEQMMRPDLFDCLCCDLESWRQLAGLFQPFMFVNGALTVRGVPIEARRLRELNHIREHLNLPLVRSAATEEPGAPLTTPPTLHGNQARASGYFMVLIRAKLDSYSSFTTSPSEAVMREHAYSRARTKNNYGSTIEGLLDLPDDDAPEEAGLAAPRLSFLPAGHTRRLSTAPPTDVSLGDELHLDGEDVAMAHADALDDFDLDMLGDGDSPGPGFTPHDSAPYGALDMADFEFEQMFTDALGIDEYGG. The pIC50 is 4.7.